Dataset: Forward reaction prediction with 1.9M reactions from USPTO patents (1976-2016). Task: Predict the product of the given reaction. (1) Given the reactants Cl.[NH2:2][C:3]1([CH2:8]Cl)[CH2:7][CH2:6][CH2:5][CH2:4]1.[CH2:10]([C:12]1[CH:17]=[C:16]([N+:18]([O-:20])=[O:19])[CH:15]=[CH:14][C:13]=1[N:21]=[C:22]=[S:23])[CH3:11], predict the reaction product. The product is: [CH2:10]([C:12]1[CH:17]=[C:16]([N+:18]([O-:20])=[O:19])[CH:15]=[CH:14][C:13]=1[N:21]=[C:22]1[S:23][CH2:8][C:3]2([CH2:7][CH2:6][CH2:5][CH2:4]2)[NH:2]1)[CH3:11]. (2) Given the reactants [OH:1][C:2]1[CH:7]=[CH:6][C:5]([C:8](=[O:29])[CH2:9][CH2:10][C:11]2[C:12]([CH:26]([CH3:28])[CH3:27])=[N:13][N:14]([C:16]3[CH:21]=[CH:20][C:19]([C:22]([F:25])([F:24])[F:23])=[CH:18][CH:17]=3)[CH:15]=2)=[CH:4][C:3]=1[CH3:30].C(=O)([O-])[O-].[K+].[K+].Br[CH2:38][C:39]([O:41][CH2:42][CH3:43])=[O:40].[Cl-].[NH4+], predict the reaction product. The product is: [CH:26]([C:12]1[C:11]([CH2:10][CH2:9][C:8]([C:5]2[CH:6]=[CH:7][C:2]([O:1][CH2:38][C:39]([O:41][CH2:42][CH3:43])=[O:40])=[C:3]([CH3:30])[CH:4]=2)=[O:29])=[CH:15][N:14]([C:16]2[CH:21]=[CH:20][C:19]([C:22]([F:25])([F:24])[F:23])=[CH:18][CH:17]=2)[N:13]=1)([CH3:27])[CH3:28]. (3) The product is: [O:37]=[C:9]1[C:10]2[C:15](=[CH:14][CH:13]=[C:12]([C:17]3[CH:18]=[CH:19][C:20]([NH:23][C:24]([NH:26][C:27]4[CH:32]=[CH:31][CH:30]=[C:29]([C:33]([F:34])([F:36])[F:35])[CH:28]=4)=[O:25])=[CH:21][CH:22]=3)[CH:11]=2)[CH2:16][N:8]1[CH2:4][C:3]([O:2][CH3:1])=[O:38]. Given the reactants [CH3:1][O:2][C:3](=[O:38])[C@H:4]([N:8]1[CH2:16][C:15]2[C:10](=[CH:11][C:12]([C:17]3[CH:22]=[CH:21][C:20]([NH:23][C:24]([NH:26][C:27]4[CH:32]=[CH:31][CH:30]=[C:29]([C:33]([F:36])([F:35])[F:34])[CH:28]=4)=[O:25])=[CH:19][CH:18]=3)=[CH:13][CH:14]=2)[C:9]1=[O:37])C(C)C.BrC1C=C2C(CN(CC(OC)=O)C2=O)=CC=1.CC1(C)C(C)(C)OB(C2C=CC(NC(NC3C=CC=C(C(F)(F)F)C=3)=O)=CC=2)O1, predict the reaction product. (4) Given the reactants Cl[C:2]1[N:3]=[CH:4][C:5]2[N:6]([CH3:21])[C:7](=[O:20])[C:8]3([CH2:19][CH2:18]3)[CH2:9][N:10]([CH:13]3[CH2:17][CH2:16][CH2:15][CH2:14]3)[C:11]=2[N:12]=1.[NH2:22][C:23]1[CH:39]=[CH:38][C:26]([C:27]([NH:29][CH:30]2[CH2:35][CH2:34][N:33]([CH2:36][CH3:37])[CH2:32][CH2:31]2)=[O:28])=[CH:25][C:24]=1[Cl:40].O.C1(C)C=CC(S(O)(=O)=O)=CC=1.CO, predict the reaction product. The product is: [Cl:40][C:24]1[CH:25]=[C:26]([CH:38]=[CH:39][C:23]=1[NH:22][C:2]1[N:3]=[CH:4][C:5]2[N:6]([CH3:21])[C:7](=[O:20])[C:8]3([CH2:18][CH2:19]3)[CH2:9][N:10]([CH:13]3[CH2:14][CH2:15][CH2:16][CH2:17]3)[C:11]=2[N:12]=1)[C:27]([NH:29][CH:30]1[CH2:31][CH2:32][N:33]([CH2:36][CH3:37])[CH2:34][CH2:35]1)=[O:28]. (5) Given the reactants [CH:1]1([CH2:7][CH2:8][CH2:9][C@@H:10]([C:19]2[O:23][N:22]=[C:21]([CH2:24]OS(C3C=CC(C)=CC=3)(=O)=O)[N:20]=2)[CH2:11][C:12]([O:14][C:15]([CH3:18])([CH3:17])[CH3:16])=[O:13])[CH2:6][CH2:5][CH2:4][CH2:3][CH2:2]1.[CH:36]([NH2:39])([CH3:38])[CH3:37], predict the reaction product. The product is: [CH:1]1([CH2:7][CH2:8][CH2:9][C@@H:10]([C:19]2[O:23][N:22]=[C:21]([CH2:24][NH:39][CH:36]([CH3:38])[CH3:37])[N:20]=2)[CH2:11][C:12]([O:14][C:15]([CH3:18])([CH3:16])[CH3:17])=[O:13])[CH2:2][CH2:3][CH2:4][CH2:5][CH2:6]1. (6) Given the reactants [Cl:1][CH:2]([Cl:24])[C:3]([N:5]1[C@H:9]([CH2:10][F:11])[C@@H:8]([C:12]2[CH:17]=[CH:16][C:15]([Sn](C)(C)C)=[CH:14][CH:13]=2)[O:7][C:6]1([CH3:23])[CH3:22])=[O:4].Br[C:26]1[CH:27]=[CH:28][C:29]([CH2:32][NH:33][S:34]([CH2:37][CH3:38])(=[O:36])=[O:35])=[N:30][CH:31]=1.O1C=CC=C1P(C1OC=CC=1)C1OC=CC=1, predict the reaction product. The product is: [Cl:1][CH:2]([Cl:24])[C:3]([N:5]1[C@H:9]([CH2:10][F:11])[C@@H:8]([C:12]2[CH:17]=[CH:16][C:15]([C:26]3[CH:27]=[CH:28][C:29]([CH2:32][NH:33][S:34]([CH2:37][CH3:38])(=[O:35])=[O:36])=[N:30][CH:31]=3)=[CH:14][CH:13]=2)[O:7][C:6]1([CH3:23])[CH3:22])=[O:4].